From a dataset of Experimentally validated miRNA-target interactions with 360,000+ pairs, plus equal number of negative samples. Binary Classification. Given a miRNA mature sequence and a target amino acid sequence, predict their likelihood of interaction. (1) The miRNA is hsa-miR-3137 with sequence UCUGUAGCCUGGGAGCAAUGGGGU. The protein sequence of the target gene is MGTAQVLPGILQKHCCILPDRNTESQCTLCGEPEEEEGGDLAQPGLSFPGPAEEDIDQQYSWSPTQHFNEERYSPAPRNMKGLTGSRNQPQLCAGHTCGLSPPDDCEHPHDHMHHGSDVRQPYLLSPAESCPMDHHRCSPRSSVHSECMMMPVMLGDHVSSSTFPRMHYSSHYDTRDDCAMSHTSTKVNRIPANLLDQFEKQLPLHRDGFHTLQYQRASAATEQRNESPGRIRHLVHSVQKLFTKSHSLEGSSKSNINGTKSDSRVDDHHQSHLSKHSKRSKSKERKPESKHKSGMSSWW.... Result: 0 (no interaction). (2) The miRNA is hsa-miR-30e-5p with sequence UGUAAACAUCCUUGACUGGAAG. The protein sequence of the target gene is MPREDRATWKSNYFLKIIQLLDDYPKCFIVGADNVGSKQMQQIRMSLRGKAVVLMGKNTMMRKAIRGHLENNPALEKLLPHIRGNVGFVFTKEDLTEIRDMLLANKVPAAARAGAIAPCEVTVPAQNTGLGPEKTSFFQALGITTKISRGTIEILSDVQLIKTGDKVGASEATLLNMLNISPFSFGLVIQQVFDNGSIYNPEVLDITEETLHSRFLEGVRNVASVCLQIGYPTVASVPHSIINGYKRVLALSVETDYTFPLAEKVKAFLADPSAFVAAAPVAAATTAAPAAAAAPAKVEA.... Result: 1 (interaction). (3) The miRNA is hsa-miR-1827 with sequence UGAGGCAGUAGAUUGAAU. The protein sequence of the target gene is MTMAAAAVVARGAGARAATAAALRGGCGTAARGRPCAGPARPLCTAPGTAPDMKRYLWERYREAKRSTEELVPSIMSNLLNPDAIFSNNEMSLSDIEIYGFDYDYTLVFYSKHLHTLIFNAARDLLINEHRYPAEIRKYEYDPNFAIRGLHYDVQRAVLMKIDAFHYIQLGTVYRGLSVVPDEEVIEMYEGSHVPLEQMSDFYGKSSHGNTMKQFMDIFSLPEMTLLSCVNEYFLKNNIDYEPVHLYKDVKDSIRDVHIKGIMYRAIEADIEKYICYAEQTRAVLAKLADHGKKMFLITN.... Result: 1 (interaction). (4) The miRNA is hsa-miR-367-3p with sequence AAUUGCACUUUAGCAAUGGUGA. The protein sequence of the target gene is MTMDGDSSTTDASQLGISADYIGGSHYVIQPHDDTEDSMNDHEDTNGSKESFREQDIYLPIANVARIMKNAIPQTGKIAKDAKECVQECVSEFISFITSEASERCHQEKRKTINGEDILFAMSTLGFDSYVEPLKLYLQKFREAMKGEKGIGGAVTATDGLSEELTEEAFTNQLPAGLITTDGQQQNVMVYTTSYQQISGVQQIQFS. Result: 1 (interaction). (5) The protein sequence of the target gene is MAEDLDELLDEVESKFCTPDLLRRGMVEQPKGCGGGTHSSDRNQAKAKETLRSTETFKKEDDLDSLINEILEEPNLDKKPSKLKSKSSGNTSVRASIEGLGKSCSPVYLGGSSIPCGIGTNISWRACDHLRCIACDFLVVSYDDYMWDKSCDYLFFRNNMPEFHKLKAKLIKKKGTRAYACQCSWRTIEEVTDLQTDHQLRWVCGKH. Result: 1 (interaction). The miRNA is hsa-miR-373-5p with sequence ACUCAAAAUGGGGGCGCUUUCC. (6) The miRNA is hsa-miR-365a-5p with sequence AGGGACUUUUGGGGGCAGAUGUG. The protein sequence of the target gene is MRPGLSFLLALLFFLGQAAGDLGDVGPPIPSPGFSSFPGVDSSSSFSSSSRSGSSSSRSLGSGGSVSQLFSNFTGSVDDRGTCQCSVSLPDTTFPVDRVERLEFTAHVLSQKFEKELSKVREYVQLISVYEKKLLNLTVRIDIMEKDTISYTELDFELIKVEVKEMEKLVIQLKESFGGSSEIVDQLEVEIRNMTLLVEKLETLDKNNVLAIRREIVALKTKLKECEASKDQNTPVVHPPPTPGSCGHGGVVNISKPSVVQLNWRGFSYLYGAWGRDYSPQHPNKGLYWVAPLNTDGRLL.... Result: 0 (no interaction). (7) The miRNA is hsa-miR-4640-5p with sequence UGGGCCAGGGAGCAGCUGGUGGG. The protein sequence of the target gene is MTECFLPPTSSPSEHRRVEHGSGLTRTPSSEEISPTKFPGLYRTGEPSPPHDILHEPPDVVSDDEKDHGKKKGKFKKKEKRTEGYAAFQEDSSGDEAESPSKMKRSKGIHVFKKPSFSKKKEKDFKIKEKPKEEKHKEEKHKEEKHKEKKSKDLTAADVVKQWKEKKKKKKPIQEPEVPQIDVPNLKPIFGIPLADAVERTMMYDGIRLPAVFRECIDYVEKYGMKCEGIYRVSGIKSKVDELKAAYDREESTNLEDYEPNTVASLLKQYLRDLPENLLTKELMPRFEEACGRTTETEKV.... Result: 1 (interaction). (8) The miRNA is hsa-miR-2276-3p with sequence UCUGCAAGUGUCAGAGGCGAGG. The protein sequence of the target gene is MWCASPVAVVAFCAGLLVSHPVLTQGQEAGGRPGADCEVCKEFLNRFYKSLIDRGVNFSLDTIEKELISFCLDTKGKENRLCYYLGATKDAATKILSEVTRPMSVHMPAMKICEKLKKLDSQICELKYEKTLDLASVDLRKMRVAELKQILHSWGEECRACAEKTDYVNLIQELAPKYAATHPKTEL. Result: 1 (interaction). (9) The miRNA is hsa-miR-30a-5p with sequence UGUAAACAUCCUCGACUGGAAG. The protein sequence of the target gene is MEDSGKTFSSEEEEANYWKDLAMTYKQRAENTQEELREFQEGSREYEAELETQLQQIETRNRDLLSENNRLRMELETIKEKFEVQHSEGYRQISALEDDLAQTKAIKDQLQKYIRELEQANDDLERAKRATIMSLEDFEQRLNQAIERNAFLESELDEKENLLESVQRLKDEARDLRQELAVQQKQEKPRTPMPSSVEAERTDTAVQATGSVPSTPIAHRGPSSSLNTPGSFRRGLDDSTGGTPLTPAARISALNIVGDLLRKVGALESKLASCRNLVYDQSPNRTGGPASGRSSKNRDG.... Result: 1 (interaction).